From a dataset of Forward reaction prediction with 1.9M reactions from USPTO patents (1976-2016). Predict the product of the given reaction. (1) Given the reactants CC([O-])(C)C.[K+].[CH2:7]([N:14]1[C:22]2[C:17](=[CH:18][CH:19]=[CH:20][CH:21]=2)[CH:16]=[CH:15]1)C1C=CC=CC=1.[SiH:23]([CH2:28][CH3:29])([CH2:26][CH3:27])[CH2:24][CH3:25], predict the reaction product. The product is: [CH3:7][N:14]1[C:22]2[C:17](=[CH:18][CH:19]=[CH:20][CH:21]=2)[C:16]([Si:23]([CH2:28][CH3:29])([CH2:26][CH3:27])[CH2:24][CH3:25])=[CH:15]1. (2) Given the reactants OC(C(F)(F)F)=O.[NH2:8][C:9]1[N:14]=[CH:13][N:12]=[C:11]2[N:15]([CH2:26][CH2:27][NH:28][CH2:29][C:30]3[CH:35]=[CH:34][CH:33]=[CH:32][CH:31]=3)[N:16]=[C:17]([C:18]3[CH:19]=[C:20]([OH:25])[CH:21]=[C:22]([F:24])[CH:23]=3)[C:10]=12.C(N(CC)CC)C.[C:43](Cl)(=[O:46])[CH2:44][CH3:45], predict the reaction product. The product is: [NH2:8][C:9]1[N:14]=[CH:13][N:12]=[C:11]2[N:15]([CH2:26][CH2:27][N:28]([CH2:29][C:30]3[CH:35]=[CH:34][CH:33]=[CH:32][CH:31]=3)[C:43](=[O:46])[CH2:44][CH3:45])[N:16]=[C:17]([C:18]3[CH:19]=[C:20]([OH:25])[CH:21]=[C:22]([F:24])[CH:23]=3)[C:10]=12. (3) Given the reactants [H-].[Na+].[N+:3]([C:6]1[CH:11]=[CH:10][CH:9]=[CH:8][C:7]=1[S:12]([O:15][C:16]1[CH:21]=[CH:20][C:19]([CH:22]([OH:37])[CH2:23][NH:24][S:25]([C:28]2[CH:33]=[CH:32][CH:31]=[CH:30][C:29]=2[N+:34]([O-:36])=[O:35])(=[O:27])=[O:26])=[CH:18][CH:17]=1)(=[O:14])=[O:13])([O-:5])=[O:4].C([Si]([O:45][CH2:46][CH2:47]I)(C)C)(C)(C)C.C(=O)([O-])O.[Na+].Cl, predict the reaction product. The product is: [N+:3]([C:6]1[CH:11]=[CH:10][CH:9]=[CH:8][C:7]=1[S:12]([O:15][C:16]1[CH:21]=[CH:20][C:19]([CH:22]([OH:37])[CH2:23][N:24]([CH2:47][CH2:46][OH:45])[S:25]([C:28]2[CH:33]=[CH:32][CH:31]=[CH:30][C:29]=2[N+:34]([O-:36])=[O:35])(=[O:27])=[O:26])=[CH:18][CH:17]=1)(=[O:13])=[O:14])([O-:5])=[O:4]. (4) Given the reactants Cl.[CH3:2][C:3]1[C:7]([CH2:8][C:9]([OH:11])=O)=[C:6]([CH3:12])[NH:5][N:4]=1.[NH2:13][C@@H:14]([CH2:32][O:33][CH2:34][C:35]1[CH:40]=[CH:39][C:38]([F:41])=[CH:37][CH:36]=1)[C:15]([NH:17][C:18]1[CH:23]=[CH:22][C:21]([O:24][C:25]2[CH:30]=[CH:29][C:28]([F:31])=[CH:27][CH:26]=2)=[CH:20][CH:19]=1)=[O:16], predict the reaction product. The product is: [CH3:12][C:6]1[C:7]([CH2:8][C:9]([NH:13][C@@H:14]([CH2:32][O:33][CH2:34][C:35]2[CH:36]=[CH:37][C:38]([F:41])=[CH:39][CH:40]=2)[C:15]([NH:17][C:18]2[CH:19]=[CH:20][C:21]([O:24][C:25]3[CH:30]=[CH:29][C:28]([F:31])=[CH:27][CH:26]=3)=[CH:22][CH:23]=2)=[O:16])=[O:11])=[C:3]([CH3:2])[NH:4][N:5]=1. (5) Given the reactants [OH:1][C:2]1[C:7]([N+:8]([O-:10])=[O:9])=[CH:6][CH:5]=[CH:4][C:3]=1[C:11](=[O:24])/[CH:12]=[CH:13]/[C:14]1[CH:19]=[CH:18][CH:17]=[CH:16][C:15]=1[C:20]([F:23])([F:22])[F:21], predict the reaction product. The product is: [N+:8]([C:7]1[CH:6]=[CH:5][CH:4]=[C:3]2[C:2]=1[O:1][C:13]([C:14]1[CH:19]=[CH:18][CH:17]=[CH:16][C:15]=1[C:20]([F:21])([F:22])[F:23])=[CH:12][C:11]2=[O:24])([O-:10])=[O:9]. (6) Given the reactants C[O:2][C:3](=[O:30])[CH2:4][N:5]([S:16]([C:19]1[CH:24]=[CH:23][C:22]([O:25][CH2:26][CH:27]2[CH2:29][CH2:28]2)=[CH:21][CH:20]=1)(=[O:18])=[O:17])[CH2:6][C:7]1[CH:12]=[CH:11][C:10]([N:13]([CH3:15])[CH3:14])=[CH:9][CH:8]=1.O.[OH-].[Li+].O.Cl, predict the reaction product. The product is: [CH:27]1([CH2:26][O:25][C:22]2[CH:21]=[CH:20][C:19]([S:16]([N:5]([CH2:4][C:3]([OH:30])=[O:2])[CH2:6][C:7]3[CH:8]=[CH:9][C:10]([N:13]([CH3:15])[CH3:14])=[CH:11][CH:12]=3)(=[O:18])=[O:17])=[CH:24][CH:23]=2)[CH2:29][CH2:28]1.